From a dataset of Full USPTO retrosynthesis dataset with 1.9M reactions from patents (1976-2016). Predict the reactants needed to synthesize the given product. (1) Given the product [CH3:14][O:13][C:11](=[O:12])[CH2:10][S:8][C:4]1[CH:5]=[CH:6][CH:7]=[C:2]([Br:1])[CH:3]=1, predict the reactants needed to synthesize it. The reactants are: [Br:1][C:2]1[CH:3]=[C:4]([SH:8])[CH:5]=[CH:6][CH:7]=1.Br[CH2:10][C:11]([O:13][CH3:14])=[O:12].C(=O)([O-])[O-].[K+].[K+].[NH4+].[Cl-]. (2) The reactants are: [F:1][C:2]1[CH:3]=[C:4]([C:17](=[O:19])[CH3:18])[C:5]2[N:9]=[CH:8][N:7](C3CCCCO3)[C:6]=2[CH:16]=1.CC1C=CC(S(O)(=O)=O)=CC=1. Given the product [F:1][C:2]1[CH:3]=[C:4]([C:17](=[O:19])[CH3:18])[C:5]2[N:9]=[CH:8][NH:7][C:6]=2[CH:16]=1, predict the reactants needed to synthesize it. (3) Given the product [C:16]([O:20][C:21](=[O:22])[N:41]([C@H:42]([C:43](=[O:44])[NH:8][C:5]1[CH:6]=[CH:7][C:2]([F:1])=[CH:3][C:4]=1[NH:9][C:10]1[CH:15]=[CH:14][CH:13]=[CH:12][CH:11]=1)[CH3:30])[CH3:40])([CH3:17])([CH3:18])[CH3:19], predict the reactants needed to synthesize it. The reactants are: [F:1][C:2]1[CH:3]=[C:4]([NH:9][C:10]2[CH:15]=[CH:14][CH:13]=[CH:12][CH:11]=2)[C:5]([NH2:8])=[CH:6][CH:7]=1.[C:16]([O:20][C:21](CN[C@@H](C)C(O)=O)=[O:22])([CH3:19])([CH3:18])[CH3:17].[CH:30]1C=NC2N(O)N=NC=2C=1.[CH3:40][N:41]1CC[O:44][CH2:43][CH2:42]1.Cl.CN(C)CCCN=C=NCC. (4) Given the product [F:34][C:30]1[CH:29]=[C:28]([C:23]2[C:22]([CH2:21][O:20][C:17]3[N:16]=[CH:15][C:14]([C:13]([N:5]4[CH2:10][CH2:9][S:8][CH2:7][CH2:6]4)=[O:12])=[CH:19][CH:18]=3)=[C:26]([CH3:27])[O:25][N:24]=2)[CH:33]=[CH:32][CH:31]=1, predict the reactants needed to synthesize it. The reactants are: C[Al](C)C.[NH:5]1[CH2:10][CH2:9][S:8][CH2:7][CH2:6]1.C[O:12][C:13](=O)[C:14]1[CH:19]=[CH:18][C:17]([O:20][CH2:21][C:22]2[C:23]([C:28]3[CH:33]=[CH:32][CH:31]=[C:30]([F:34])[CH:29]=3)=[N:24][O:25][C:26]=2[CH3:27])=[N:16][CH:15]=1.O. (5) Given the product [F:1][C:2]1[CH:3]=[C:4]([CH:5]=[C:6]([F:8])[CH:7]=1)[CH2:9][C@H:10]([NH:14][C:15](=[O:21])[O:16][C:17]([CH3:20])([CH3:19])[CH3:18])[C@@H:11]([OH:12])[CH2:13][NH:28][CH2:27][C:26]1[CH:29]=[CH:30][CH:31]=[C:24]([O:23][CH3:22])[CH:25]=1, predict the reactants needed to synthesize it. The reactants are: [F:1][C:2]1[CH:3]=[C:4]([CH2:9][C@H:10]([NH:14][C:15](=[O:21])[O:16][C:17]([CH3:20])([CH3:19])[CH3:18])[C@@H:11]2[CH2:13][O:12]2)[CH:5]=[C:6]([F:8])[CH:7]=1.[CH3:22][O:23][C:24]1[CH:25]=[C:26]([CH:29]=[CH:30][CH:31]=1)[CH2:27][NH2:28]. (6) Given the product [OH:2][CH2:1][CH2:3][N:4]1[C:9](=[O:10])[CH2:8][O:7][CH2:6][C:5]1=[O:11], predict the reactants needed to synthesize it. The reactants are: [CH2:1]([CH2:3][NH2:4])[OH:2].[C:5]1(=O)[O:11][C:9](=[O:10])[CH2:8][O:7][CH2:6]1. (7) Given the product [CH3:24][C:23]1[CH:22]=[C:21]([CH3:25])[NH:20][C:19](=[O:26])[C:18]=1[CH2:17][NH:16][C:14]([C:4]1[C:5]2[CH:10]=[N:9][N:8]([CH:11]([CH3:13])[CH3:12])[C:6]=2[N:7]=[C:2]([NH:27][CH2:28][CH2:29][NH:30][C:31]2[CH:36]=[CH:35][CH:34]=[CH:33][N:32]=2)[CH:3]=1)=[O:15], predict the reactants needed to synthesize it. The reactants are: Cl[C:2]1[CH:3]=[C:4]([C:14]([NH:16][CH2:17][C:18]2[C:19](=[O:26])[NH:20][C:21]([CH3:25])=[CH:22][C:23]=2[CH3:24])=[O:15])[C:5]2[CH:10]=[N:9][N:8]([CH:11]([CH3:13])[CH3:12])[C:6]=2[N:7]=1.[NH2:27][CH2:28][CH2:29][NH:30][C:31]1[CH:36]=[CH:35][CH:34]=[CH:33][N:32]=1. (8) Given the product [Br:11][C:12]1[CH:17]=[CH:16][C:15]([O:10][CH:7]2[CH2:8][CH2:9][N:4]([CH3:3])[CH2:5][CH2:6]2)=[C:14]([N+:19]([O-:21])=[O:20])[CH:13]=1, predict the reactants needed to synthesize it. The reactants are: [H-].[Na+].[CH3:3][N:4]1[CH2:9][CH2:8][CH:7]([OH:10])[CH2:6][CH2:5]1.[Br:11][C:12]1[CH:17]=[CH:16][C:15](F)=[C:14]([N+:19]([O-:21])=[O:20])[CH:13]=1. (9) Given the product [C:1]([O:5][C:6]([N:8]1[CH:13]2[CH2:14][CH2:15][CH:9]1[CH2:10][C:11](=[CH:16][CH2:17][O:18][CH2:22][CH:23]1[CH2:25][CH2:24]1)[CH2:12]2)=[O:7])([CH3:4])([CH3:3])[CH3:2], predict the reactants needed to synthesize it. The reactants are: [C:1]([O:5][C:6]([N:8]1[CH:13]2[CH2:14][CH2:15][CH:9]1[CH2:10][C:11](=[CH:16][CH2:17][OH:18])[CH2:12]2)=[O:7])([CH3:4])([CH3:3])[CH3:2].[H-].[Na+].Br[CH2:22][CH:23]1[CH2:25][CH2:24]1. (10) Given the product [S:32]([CH2:31][CH2:30][CH2:29][O:28][C:23]1[CH:24]=[CH:25][CH:26]=[C:27]2[C:22]=1[CH:21]=[CH:20][N:19]2[C:17]1[CH:16]=[CH:15][N:14]=[C:13]([NH:12][CH:9]2[CH2:10][CH2:11][CH:6]([C:4]([OH:5])=[O:3])[CH2:7][CH2:8]2)[N:18]=1)(=[O:35])(=[O:34])[NH2:33], predict the reactants needed to synthesize it. The reactants are: C([O:3][C:4]([CH:6]1[CH2:11][CH2:10][CH:9]([NH:12][C:13]2[N:18]=[C:17]([N:19]3[C:27]4[C:22](=[C:23]([O:28][CH2:29][CH2:30][CH2:31][S:32](=[O:35])(=[O:34])[NH2:33])[CH:24]=[CH:25][CH:26]=4)[CH:21]=[CH:20]3)[CH:16]=[CH:15][N:14]=2)[CH2:8][CH2:7]1)=[O:5])C.O[Li].O.O.CCO.